Dataset: Retrosynthesis with 50K atom-mapped reactions and 10 reaction types from USPTO. Task: Predict the reactants needed to synthesize the given product. (1) Given the product O=C(O)c1ccc(OCCN2CCOCC2)cc1, predict the reactants needed to synthesize it. The reactants are: COC(=O)c1ccc(OCCN2CCOCC2)cc1. (2) Given the product CCn1c(-c2nc(-c3cccc(S(C)(=O)=O)c3)cnc2N)nc2cnccc21, predict the reactants needed to synthesize it. The reactants are: CCn1c(-c2nc(Br)cnc2N)nc2cnccc21.CS(=O)(=O)c1cccc(B(O)O)c1. (3) The reactants are: OB(O)c1ccccc1.Oc1ccc(Br)cc1F. Given the product Fc1cc(Br)ccc1Oc1ccccc1, predict the reactants needed to synthesize it.